This data is from NCI-60 drug combinations with 297,098 pairs across 59 cell lines. The task is: Regression. Given two drug SMILES strings and cell line genomic features, predict the synergy score measuring deviation from expected non-interaction effect. (1) Drug 1: C1=CC(=CC=C1C#N)C(C2=CC=C(C=C2)C#N)N3C=NC=N3. Drug 2: CC1=C(N=C(N=C1N)C(CC(=O)N)NCC(C(=O)N)N)C(=O)NC(C(C2=CN=CN2)OC3C(C(C(C(O3)CO)O)O)OC4C(C(C(C(O4)CO)O)OC(=O)N)O)C(=O)NC(C)C(C(C)C(=O)NC(C(C)O)C(=O)NCCC5=NC(=CS5)C6=NC(=CS6)C(=O)NCCC[S+](C)C)O. Cell line: TK-10. Synergy scores: CSS=10.1, Synergy_ZIP=-4.56, Synergy_Bliss=3.38, Synergy_Loewe=-5.17, Synergy_HSA=1.08. (2) Drug 1: CC1C(C(CC(O1)OC2CC(CC3=C2C(=C4C(=C3O)C(=O)C5=C(C4=O)C(=CC=C5)OC)O)(C(=O)CO)O)N)O.Cl. Drug 2: C1CC(=O)NC(=O)C1N2CC3=C(C2=O)C=CC=C3N. Cell line: NCI-H522. Synergy scores: CSS=2.94, Synergy_ZIP=0.232, Synergy_Bliss=2.76, Synergy_Loewe=-0.676, Synergy_HSA=0.879. (3) Drug 1: CC1=CC=C(C=C1)C2=CC(=NN2C3=CC=C(C=C3)S(=O)(=O)N)C(F)(F)F. Drug 2: CC1=C(N=C(N=C1N)C(CC(=O)N)NCC(C(=O)N)N)C(=O)NC(C(C2=CN=CN2)OC3C(C(C(C(O3)CO)O)O)OC4C(C(C(C(O4)CO)O)OC(=O)N)O)C(=O)NC(C)C(C(C)C(=O)NC(C(C)O)C(=O)NCCC5=NC(=CS5)C6=NC(=CS6)C(=O)NCCC[S+](C)C)O. Cell line: SR. Synergy scores: CSS=67.7, Synergy_ZIP=1.90, Synergy_Bliss=1.49, Synergy_Loewe=-12.3, Synergy_HSA=1.57. (4) Drug 1: CC(CN1CC(=O)NC(=O)C1)N2CC(=O)NC(=O)C2. Drug 2: CNC(=O)C1=NC=CC(=C1)OC2=CC=C(C=C2)NC(=O)NC3=CC(=C(C=C3)Cl)C(F)(F)F. Cell line: ACHN. Synergy scores: CSS=37.9, Synergy_ZIP=-7.75, Synergy_Bliss=-5.22, Synergy_Loewe=-4.90, Synergy_HSA=-3.59. (5) Drug 1: C#CCC(CC1=CN=C2C(=N1)C(=NC(=N2)N)N)C3=CC=C(C=C3)C(=O)NC(CCC(=O)O)C(=O)O. Drug 2: C1CCC(C(C1)N)N.C(=O)(C(=O)[O-])[O-].[Pt+4]. Cell line: HCC-2998. Synergy scores: CSS=16.9, Synergy_ZIP=-5.17, Synergy_Bliss=-5.05, Synergy_Loewe=-7.21, Synergy_HSA=-4.82. (6) Drug 1: CC12CCC3C(C1CCC2NC(=O)OCC(F)(F)F)CCC4C3(C=CC(=O)N4C)C. Drug 2: CC(C)(C1=NC(=CC=C1)N2C3=NC(=NC=C3C(=O)N2CC=C)NC4=CC=C(C=C4)N5CCN(CC5)C)O. Cell line: NCIH23. Synergy scores: CSS=45.6, Synergy_ZIP=-2.18, Synergy_Bliss=-5.73, Synergy_Loewe=-8.28, Synergy_HSA=-3.66.